This data is from Catalyst prediction with 721,799 reactions and 888 catalyst types from USPTO. The task is: Predict which catalyst facilitates the given reaction. (1) Reactant: C[O:2][C:3]1[CH:4]=[C:5]([C:14]2[O:15][C:16]([C:19]3[C:20]([C:25]([F:28])([F:27])[F:26])=[N:21][CH:22]=[CH:23][CH:24]=3)=[N:17][N:18]=2)[CH:6]=[C:7]([N+:11]([O-:13])=[O:12])[C:8]=1[O:9]C. Product: [N+:11]([C:7]1[CH:6]=[C:5]([C:14]2[O:15][C:16]([C:19]3[C:20]([C:25]([F:28])([F:27])[F:26])=[N:21][CH:22]=[CH:23][CH:24]=3)=[N:17][N:18]=2)[CH:4]=[C:3]([OH:2])[C:8]=1[OH:9])([O-:13])=[O:12]. The catalyst class is: 570. (2) Reactant: [OH:1][C@H:2]1[CH2:6][CH2:5][N:4]([C:7]([O:9][C:10]([CH3:13])([CH3:12])[CH3:11])=[O:8])[CH2:3]1.[CH3:14][C:15](OC(C)=O)=[O:16]. Product: [C:15]([O:1][C@H:2]1[CH2:6][CH2:5][N:4]([C:7]([O:9][C:10]([CH3:13])([CH3:12])[CH3:11])=[O:8])[CH2:3]1)(=[O:16])[CH3:14]. The catalyst class is: 64. (3) Reactant: [Cl:1][C:2]1[CH:16]=[CH:15][C:5]([CH2:6][C:7]2[NH:11][C:10]([CH2:12][C:13]#[N:14])=[CH:9][CH:8]=2)=[CH:4][CH:3]=1.C(=O)([O-])[O-].[K+].[K+].[CH2:23](I)[CH3:24].CC(CC)=[O:28]. Product: [Cl:1][C:2]1[CH:16]=[CH:15][C:5]([C:6]([C:7]2[N:11]([CH2:23][CH3:24])[C:10]([CH2:12][C:13]#[N:14])=[CH:9][CH:8]=2)=[O:28])=[CH:4][CH:3]=1. The catalyst class is: 6. (4) Reactant: [F:1][C:2]1[CH:3]=[CH:4][C:5]([NH:8][NH:9][C:10]([C@@H:12]2[CH2:16][CH2:15][CH2:14][N:13]2[CH:17]([CH3:19])[CH3:18])=O)=[N:6][CH:7]=1.C1C=CC(P(C2C=CC=CC=2)C2C=CC=CC=2)=CC=1.CCN(CC)CC.ClC(Cl)(Cl)C(Cl)(Cl)Cl. Product: [F:1][C:2]1[CH:3]=[CH:4][C:5]2[N:6]([C:10]([C@@H:12]3[CH2:16][CH2:15][CH2:14][N:13]3[CH:17]([CH3:19])[CH3:18])=[N:9][N:8]=2)[CH:7]=1. The catalyst class is: 1.